Dataset: Full USPTO retrosynthesis dataset with 1.9M reactions from patents (1976-2016). Task: Predict the reactants needed to synthesize the given product. Given the product [F:1][C:2]1([F:13])[CH2:3][CH2:4][CH:5]([C:8]([OH:10])=[O:9])[CH2:6][CH2:7]1, predict the reactants needed to synthesize it. The reactants are: [F:1][C:2]1([F:13])[CH2:7][CH2:6][CH:5]([C:8]([O:10]CC)=[O:9])[CH2:4][CH2:3]1.O.O.[OH-].[Li+].Cl.